Task: Predict the reaction yield, written as a fraction of the theoretical maximum amount of product (1.0 means a 100% yield; for example, 0.34 means a 34% yield).. Dataset: Reaction yield outcomes from USPTO patents with 853,638 reactions The reactants are [F:1][C:2]([F:31])([F:30])[C:3]1[CH:4]=[C:5]([CH:23]=[C:24]([C:26]([F:29])([F:28])[F:27])[CH:25]=1)[CH2:6][N:7]([CH2:10][C:11]1[CH:12]=[C:13]2[C:20]([CH3:21])=[N:19][N:18]([CH3:22])[C:14]2=[N:15][C:16]=1[Cl:17])[C:8]#[N:9].[N-:32]=[N+:33]=[N-:34].[Na+].Cl.C(OCC)(=O)C. The catalyst is O.[Br-].[Zn+2].[Br-]. The product is [F:31][C:2]([F:1])([F:30])[C:3]1[CH:4]=[C:5]([CH:23]=[C:24]([C:26]([F:28])([F:27])[F:29])[CH:25]=1)[CH2:6][N:7]([CH2:10][C:11]1[CH:12]=[C:13]2[C:20]([CH3:21])=[N:19][N:18]([CH3:22])[C:14]2=[N:15][C:16]=1[Cl:17])[C:8]1[N:32]=[N:33][NH:34][N:9]=1. The yield is 0.900.